From a dataset of Forward reaction prediction with 1.9M reactions from USPTO patents (1976-2016). Predict the product of the given reaction. (1) The product is: [Cl:1][C:2]1[CH:3]=[C:4]2[C:12](=[O:13])[C:11]3[CH:14]=[C:15]([NH:66][S:63]([N:62]([CH3:67])[CH3:61])(=[O:65])=[O:64])[N:16]=[CH:17][C:10]=3[CH:9]=[CH:8][C:5]2=[N:6][CH:7]=1. Given the reactants [Cl:1][C:2]1[CH:3]=[C:4]2[C:12](=[O:13])[C:11]3[CH:14]=[C:15](Cl)[N:16]=[CH:17][C:10]=3[CH:9]=[CH:8][C:5]2=[N:6][CH:7]=1.CC1(C)C2C=CC=C(P(C3C=CC=CC=3)C3C=CC=CC=3)C=2OC2C1=CC=CC=2P(C1C=CC=CC=1)C1C=CC=CC=1.[CH3:61][N:62]([CH3:67])[S:63]([NH2:66])(=[O:65])=[O:64].C([O-])([O-])=O.[Cs+].[Cs+], predict the reaction product. (2) Given the reactants O[CH:2]=[C:3]1[C:11]2[C:6](=[CH:7][C:8]([C:12]([C:14]3[CH:15]=[C:16]([NH:20][C:21]([C:23]4[S:24][C:25]([C:28](=[O:30])[CH3:29])=[CH:26][CH:27]=4)=[O:22])[CH:17]=[CH:18][CH:19]=3)=[O:13])=[CH:9][CH:10]=2)[NH:5][C:4]1=[O:31].[NH2:32][C:33]1[CH:34]=[CH:35][C:36]([O:40][CH3:41])=[C:37]([OH:39])[CH:38]=1, predict the reaction product. The product is: [OH:39][C:37]1[CH:38]=[C:33]([NH:32][CH:2]=[C:3]2[C:11]3[C:6](=[CH:7][C:8]([C:12]([C:14]4[CH:15]=[C:16]([NH:20][C:21]([C:23]5[S:24][C:25]([C:28](=[O:30])[CH3:29])=[CH:26][CH:27]=5)=[O:22])[CH:17]=[CH:18][CH:19]=4)=[O:13])=[CH:9][CH:10]=3)[NH:5][C:4]2=[O:31])[CH:34]=[CH:35][C:36]=1[O:40][CH3:41]. (3) Given the reactants [NH2:1][C:2]1[C:3]2[CH:18]=[C:17]([CH:19]=[O:20])[S:16][C:4]=2[N:5]=[C:6]([C:8]2[O:9][C:10]([CH:13]([F:15])[F:14])=[CH:11][CH:12]=2)[N:7]=1.NC1C2C=C(C(C3C=CC=CC=3)O)SC=2N=C(C2OC(C(F)F)=CC=2)N=1.[CH3:47][O:48][C:49]1[CH:54]=[CH:53][CH:52]=[CH:51][C:50]=1[Mg]Br.C1([Mg]Br)C=CC=CC=1, predict the reaction product. The product is: [NH2:1][C:2]1[C:3]2[CH:18]=[C:17]([CH:19]([C:50]3[CH:51]=[CH:52][CH:53]=[CH:54][C:49]=3[O:48][CH3:47])[OH:20])[S:16][C:4]=2[N:5]=[C:6]([C:8]2[O:9][C:10]([CH:13]([F:15])[F:14])=[CH:11][CH:12]=2)[N:7]=1. (4) Given the reactants Cl.[CH3:2][NH2:3].[Si:4]([O:11][CH2:12][C:13]([O:19][CH3:20])([CH3:18])[CH2:14][CH2:15][CH:16]=O)([C:7]([CH3:10])([CH3:9])[CH3:8])([CH3:6])[CH3:5].[C-:21]#[N:22].[Na+].[Na+].[Cl-].[C:26]([O:30][C:31]([O:33]C(OC(C)(C)C)=O)=O)([CH3:29])([CH3:28])[CH3:27], predict the reaction product. The product is: [C:26]([O:30][C:31](=[O:33])[N:3]([CH:16]([C:21]#[N:22])[CH2:15][CH2:14][C:13]([O:19][CH3:20])([CH3:18])[CH2:12][O:11][Si:4]([C:7]([CH3:10])([CH3:9])[CH3:8])([CH3:6])[CH3:5])[CH3:2])([CH3:29])([CH3:28])[CH3:27]. (5) Given the reactants [Br:1][C:2]1[CH:3]=[C:4]([NH2:8])[CH:5]=[N:6][CH:7]=1.[F:9][C:10]1[CH:17]=[CH:16][C:15]([F:18])=[CH:14][C:11]=1[CH:12]=O.[Si]([C:23]#[N:24])(C)(C)C, predict the reaction product. The product is: [Br:1][C:2]1[CH:3]=[C:4]([NH:8][CH:12]([C:11]2[CH:14]=[C:15]([F:18])[CH:16]=[CH:17][C:10]=2[F:9])[C:23]#[N:24])[CH:5]=[N:6][CH:7]=1. (6) Given the reactants Cl[C:2]1[C:11]2[C:6](=[CH:7][C:8]([O:12][CH3:13])=[CH:9][CH:10]=2)[CH:5]=[C:4]([NH:14][C:15]2[CH:19]=[CH:18][NH:17][N:16]=2)[N:3]=1.[CH2:20]([O:22][C:23]1[CH:28]=[CH:27][C:26](B(O)O)=[CH:25][CH:24]=1)[CH3:21], predict the reaction product. The product is: [CH2:20]([O:22][C:23]1[CH:28]=[CH:27][C:26]([C:2]2[C:11]3[C:6](=[CH:7][C:8]([O:12][CH3:13])=[CH:9][CH:10]=3)[CH:5]=[C:4]([NH:14][C:15]3[CH:19]=[CH:18][NH:17][N:16]=3)[N:3]=2)=[CH:25][CH:24]=1)[CH3:21]. (7) Given the reactants C[N:2]([CH3:17])/[CH:3]=[C:4](\[C:8]1[CH:13]=[CH:12][C:11]([N+:14]([O-:16])=[O:15])=[CH:10][CH:9]=1)/[C:5](=O)[CH3:6].Cl.NCC(C[C:24]([OH:26])=[O:25])=O.[C:27](O)(=O)[CH3:28], predict the reaction product. The product is: [CH3:6][C:5]1[C:4]([C:8]2[CH:9]=[CH:10][C:11]([N+:14]([O-:16])=[O:15])=[CH:12][CH:13]=2)=[CH:3][NH:2][C:17]=1[C:24]([O:26][CH2:27][CH3:28])=[O:25].